The task is: Regression. Given a peptide amino acid sequence and an MHC pseudo amino acid sequence, predict their binding affinity value. This is MHC class II binding data.. This data is from Peptide-MHC class II binding affinity with 134,281 pairs from IEDB. (1) The peptide sequence is NWADVQSRYAAATSQ. The MHC is DRB1_0101 with pseudo-sequence DRB1_0101. The binding affinity (normalized) is 0.721. (2) The peptide sequence is PQVKYAVFEAALTKA. The MHC is DRB3_0202 with pseudo-sequence DRB3_0202. The binding affinity (normalized) is 0.349. (3) The peptide sequence is GELQIVDKIDAAPKI. The MHC is DRB1_1501 with pseudo-sequence DRB1_1501. The binding affinity (normalized) is 0.497. (4) The peptide sequence is AVPWYAVAFNAIVAA. The MHC is DRB1_0405 with pseudo-sequence DRB1_0405. The binding affinity (normalized) is 0.789. (5) The peptide sequence is LPPWFPPMVEGAAAEGDDG. The MHC is DRB1_1301 with pseudo-sequence DRB1_1301. The binding affinity (normalized) is 0. (6) The peptide sequence is PLYRYLGGCFACSL. The MHC is HLA-DPA10201-DPB10501 with pseudo-sequence HLA-DPA10201-DPB10501. The binding affinity (normalized) is 0.239. (7) The peptide sequence is EKKYFAATQFEPLRA. The MHC is HLA-DPA10301-DPB10402 with pseudo-sequence HLA-DPA10301-DPB10402. The binding affinity (normalized) is 1.00.